From a dataset of Peptide-MHC class I binding affinity with 185,985 pairs from IEDB/IMGT. Regression. Given a peptide amino acid sequence and an MHC pseudo amino acid sequence, predict their binding affinity value. This is MHC class I binding data. (1) The peptide sequence is ASGKLVTQW. The MHC is HLA-B57:01 with pseudo-sequence HLA-B57:01. The binding affinity (normalized) is 0.545. (2) The peptide sequence is WIEFTNFKV. The MHC is HLA-A24:02 with pseudo-sequence HLA-A24:02. The binding affinity (normalized) is 0.